This data is from Full USPTO retrosynthesis dataset with 1.9M reactions from patents (1976-2016). The task is: Predict the reactants needed to synthesize the given product. (1) Given the product [CH3:8][O:9][C:10]1[CH:18]=[C:17]([N:19]2[CH2:6][CH2:7][N:2]([CH3:1])[CH2:3][CH2:4]2)[C:16]([N+:22]([O-:24])=[O:23])=[CH:15][C:11]=1[C:12]([OH:14])=[O:13], predict the reactants needed to synthesize it. The reactants are: [CH3:1][N:2]1[CH2:7][CH2:6]N[CH2:4][CH2:3]1.[CH3:8][O:9][C:10]1[CH:18]=[C:17]([N+:19]([O-])=O)[C:16]([N+:22]([O-:24])=[O:23])=[CH:15][C:11]=1[C:12]([OH:14])=[O:13]. (2) Given the product [Cl:1][C:2]1[CH:3]=[N:4][N:5]([CH3:15])[C:6]=1[C:7]1[O:8][C:9]([C:12]([NH:49][C@@H:50]([CH2:63][C:64]2[CH:69]=[CH:68][CH:67]=[C:66]([F:70])[CH:65]=2)[CH2:51][N:52]2[C:60](=[O:61])[C:59]3[C:54](=[CH:55][CH:56]=[CH:57][CH:58]=3)[C:53]2=[O:62])=[O:14])=[CH:10][N:11]=1, predict the reactants needed to synthesize it. The reactants are: [Cl:1][C:2]1[CH:3]=[N:4][N:5]([CH3:15])[C:6]=1[C:7]1[O:8][C:9]([C:12]([OH:14])=O)=[CH:10][N:11]=1.C1CN([P+](Br)(N2CCCC2)N2CCCC2)CC1.F[P-](F)(F)(F)(F)F.CCN(C(C)C)C(C)C.[NH2:49][C@@H:50]([CH2:63][C:64]1[CH:69]=[CH:68][CH:67]=[C:66]([F:70])[CH:65]=1)[CH2:51][N:52]1[C:60](=[O:61])[C:59]2[C:54](=[CH:55][CH:56]=[CH:57][CH:58]=2)[C:53]1=[O:62].